Dataset: Reaction yield outcomes from USPTO patents with 853,638 reactions. Task: Predict the reaction yield, written as a fraction of the theoretical maximum amount of product (1.0 means a 100% yield; for example, 0.34 means a 34% yield). (1) The reactants are I[C:2]1[CH:3]=[N:4][C:5]2[C:10]([CH:11]=1)=[CH:9][CH:8]=[CH:7][CH:6]=2.[F-:12].[K+].Cl[C:15]([F:21])([F:20])C(OC)=O.O. The catalyst is CN(C)C=O.C(OCC)(=O)C. The product is [F:20][C:15]([F:21])([F:12])[C:2]1[CH:3]=[N:4][C:5]2[C:10]([CH:11]=1)=[CH:9][CH:8]=[CH:7][CH:6]=2. The yield is 0.370. (2) The reactants are [Cl:1][C:2]1[C:3]([O:12][CH:13]([CH3:15])[CH3:14])=[CH:4][C:5](F)=[C:6]([N+:8]([O-:10])=[O:9])[CH:7]=1.[NH2:16][CH:17]1[CH2:22][CH2:21][N:20]([C:23]([O:25][C:26]([CH3:29])([CH3:28])[CH3:27])=[O:24])[CH2:19][CH2:18]1.C(N(C(C)C)CC)(C)C. The catalyst is CN(C)C=O. The product is [Cl:1][C:2]1[C:3]([O:12][CH:13]([CH3:15])[CH3:14])=[CH:4][C:5]([NH:16][CH:17]2[CH2:18][CH2:19][N:20]([C:23]([O:25][C:26]([CH3:29])([CH3:28])[CH3:27])=[O:24])[CH2:21][CH2:22]2)=[C:6]([N+:8]([O-:10])=[O:9])[CH:7]=1. The yield is 0.970.